Task: Predict the reaction yield, written as a fraction of the theoretical maximum amount of product (1.0 means a 100% yield; for example, 0.34 means a 34% yield).. Dataset: Reaction yield outcomes from USPTO patents with 853,638 reactions (1) The reactants are [NH2:1][C:2]1[N:6]([C:7]2[C:12]([Cl:13])=[CH:11][C:10]([Cl:14])=[CH:9][C:8]=2[Cl:15])[N:5]=[C:4]([CH:16]([CH3:18])[CH3:17])[C:3]=1[C:19]#[N:20].[OH:21]S(O)(=O)=O.[OH-].[Na+]. No catalyst specified. The product is [NH2:1][C:2]1[N:6]([C:7]2[C:12]([Cl:13])=[CH:11][C:10]([Cl:14])=[CH:9][C:8]=2[Cl:15])[N:5]=[C:4]([CH:16]([CH3:18])[CH3:17])[C:3]=1[C:19]([NH2:20])=[O:21]. The yield is 0.920. (2) The reactants are [C:1]([O:5][C:6](=[O:15])[CH2:7]/[N:8]=[CH:9]/[CH2:10][C:11]([CH3:14])([CH3:13])[CH3:12])([CH3:4])([CH3:3])[CH3:2].[Cl:16][C:17]1[CH:22]=[C:21]([F:23])[C:20](/[C:24](=[CH:27]/[C:28]2[CH:33]=[CH:32][CH:31]=[C:30]([Cl:34])[C:29]=2F)/[C:25]#[N:26])=[C:19]([F:36])[CH:18]=1.C(N(CC)CC)C.C1CCN2C(=NCCC2)CC1. The catalyst is ClCCl.C(O)(C)(C)C. The product is [C:1]([O:5][C:6]([CH:7]1[CH:27]([C:28]2[CH:33]=[CH:32][CH:31]=[C:30]([Cl:34])[CH:29]=2)[C:24]([C:20]2[C:19]([F:36])=[CH:18][C:17]([Cl:16])=[CH:22][C:21]=2[F:23])([C:25]#[N:26])[CH:9]([CH2:10][C:11]([CH3:14])([CH3:13])[CH3:12])[NH:8]1)=[O:15])([CH3:4])([CH3:3])[CH3:2]. The yield is 0.410. (3) The yield is 0.740. The product is [CH2:15]([N:17]1[CH:21]=[C:20]([C:2]2[C:6]([CH3:7])=[C:5]([NH2:8])[N:4]([C:9]3[CH:14]=[CH:13][CH:12]=[CH:11][CH:10]=3)[N:3]=2)[CH:19]=[N:18]1)[CH3:16]. The catalyst is C1(C)C=CC=CC=1.C1C=CC([P]([Pd]([P](C2C=CC=CC=2)(C2C=CC=CC=2)C2C=CC=CC=2)([P](C2C=CC=CC=2)(C2C=CC=CC=2)C2C=CC=CC=2)[P](C2C=CC=CC=2)(C2C=CC=CC=2)C2C=CC=CC=2)(C2C=CC=CC=2)C2C=CC=CC=2)=CC=1.CCO. The reactants are Br[C:2]1[C:6]([CH3:7])=[C:5]([NH2:8])[N:4]([C:9]2[CH:14]=[CH:13][CH:12]=[CH:11][CH:10]=2)[N:3]=1.[CH2:15]([N:17]1[CH:21]=[C:20](B2OC(C)(C)C(C)(C)O2)[CH:19]=[N:18]1)[CH3:16].C([O-])([O-])=O.[K+].[K+].O. (4) The catalyst is C(COC)OC. The product is [C:35]1([C:7]([C:1]2[CH:2]=[CH:3][CH:4]=[CH:5][CH:6]=2)=[N:8][C:9]2[CH:14]=[CH:13][CH:12]=[C:11]([C:15]3[C:19]([C:20]4[CH:25]=[CH:24][N+:23]([O-:49])=[CH:22][CH:21]=4)=[CH:18][N:17]([CH2:26][C:27]4[CH:28]=[CH:29][C:30]([O:33][CH3:34])=[CH:31][CH:32]=4)[N:16]=3)[CH:10]=2)[CH:36]=[CH:37][CH:38]=[CH:39][CH:40]=1. The yield is 0.780. The reactants are [C:1]1([C:7]([C:35]2[CH:40]=[CH:39][CH:38]=[CH:37][CH:36]=2)=[N:8][C:9]2[CH:14]=[CH:13][CH:12]=[C:11]([C:15]3[C:19]([C:20]4[CH:25]=[CH:24][N:23]=[CH:22][CH:21]=4)=[CH:18][N:17]([CH2:26][C:27]4[CH:32]=[CH:31][C:30]([O:33][CH3:34])=[CH:29][CH:28]=4)[N:16]=3)[CH:10]=2)[CH:6]=[CH:5][CH:4]=[CH:3][CH:2]=1.ClC1C=CC=C(C(OO)=[O:49])C=1. (5) The reactants are [Br:1][C:2]1[CH:7]=[CH:6][C:5]([NH:8][C:9](=[NH:20])[CH2:10][C:11]([C:13]2[CH:18]=[CH:17][C:16]([F:19])=[CH:15][CH:14]=2)=[O:12])=[CH:4][CH:3]=1.[C:21](OC)(=[O:24])[C:22]#[CH:23]. The catalyst is CO. The product is [NH2:20][C:9]1[N:8]([C:5]2[CH:4]=[CH:3][C:2]([Br:1])=[CH:7][CH:6]=2)[C:21](=[O:24])[CH:22]=[CH:23][C:10]=1[C:11](=[O:12])[C:13]1[CH:14]=[CH:15][C:16]([F:19])=[CH:17][CH:18]=1. The yield is 0.520.